Predict the reaction yield, written as a fraction of the theoretical maximum amount of product (1.0 means a 100% yield; for example, 0.34 means a 34% yield). From a dataset of Reaction yield outcomes from USPTO patents with 853,638 reactions. (1) The yield is 0.870. The reactants are [C:1]([C:3]1[C:11]([NH:12][CH:13]([CH2:16][CH3:17])[CH2:14][CH3:15])=[CH:10][C:6]([C:7]([O-:9])=[O:8])=[C:5]([CH3:18])[N:4]=1)#[N:2].OO.C(=O)([O-])[O-:22].[K+].[K+].[OH-].[K+]. The product is [NH2:2][C:1]([C:3]1[C:11]([NH:12][CH:13]([CH2:16][CH3:17])[CH2:14][CH3:15])=[CH:10][C:6]([C:7]([OH:9])=[O:8])=[C:5]([CH3:18])[N:4]=1)=[O:22]. The catalyst is CS(C)=O.O.CO. (2) The reactants are [CH:1]([C:3]1[CH:8]=[CH:7][C:6]([O:9][C:10]2[CH:15]=[CH:14][CH:13]=[C:12]([CH3:16])[N:11]=2)=[CH:5][CH:4]=1)=[CH2:2].B1C2CCCC1CCC2.C1C[O:29]CC1. No catalyst specified. The product is [CH3:16][C:12]1[N:11]=[C:10]([O:9][C:6]2[CH:5]=[CH:4][C:3]([CH2:1][CH2:2][OH:29])=[CH:8][CH:7]=2)[CH:15]=[CH:14][CH:13]=1. The yield is 1.28. (3) The reactants are CC(C)=CC[O:5][C:6]1[CH:16]=[CH:15][C:9]([C:10]([O:12][CH2:13][CH3:14])=[O:11])=[CH:8][CH:7]=1. The catalyst is C1(OC)C=CC=CC=1. The product is [CH3:7][CH:8]([C:16]1[CH:15]=[C:9]([CH:8]=[CH:7][C:6]=1[OH:5])[C:10]([O:12][CH2:13][CH3:14])=[O:11])[C:9]([CH3:15])=[CH2:10]. The yield is 0.270. (4) The reactants are [O:1]=[C:2]1[C:7]([CH2:8][C:9]2[CH:14]=[CH:13][C:12]([C:15]3[C:16]([C:21]#[N:22])=[CH:17][CH:18]=[CH:19][CH:20]=3)=[CH:11][CH:10]=2)=[C:6]([CH2:23][CH2:24][CH3:25])[N:5]2[N:26]=[CH:27][N:28]=[C:4]2[NH:3]1.[CH2:29]([CH:31]1[CH2:33][O:32]1)[CH3:30].C(=O)([O-])[O-].[K+].[K+].CN(C)C(=O)C. The catalyst is C(OCC)(=O)C. The product is [OH:32][CH:31]([CH2:29][CH3:30])[CH2:33][N:3]1[C:2](=[O:1])[C:7]([CH2:8][C:9]2[CH:10]=[CH:11][C:12]([C:15]3[C:16]([C:21]#[N:22])=[CH:17][CH:18]=[CH:19][CH:20]=3)=[CH:13][CH:14]=2)=[C:6]([CH2:23][CH2:24][CH3:25])[N:5]2[N:26]=[CH:27][N:28]=[C:4]12. The yield is 0.750. (5) The yield is 0.927. The reactants are [Si:1]([O:8][C@@H:9]1[C@@:26]2([CH3:27])[C:13](=[CH:14][CH:15]=[C:16]3[C@@H:25]2[CH2:24][CH2:23][C@@:21]2([CH3:22])[C@H:17]3[CH2:18][CH:19]=[C:20]2[CH2:28][OH:29])[CH2:12][C@@H:11]([O:30][Si:31]([C:34]([CH3:37])([CH3:36])[CH3:35])([CH3:33])[CH3:32])[CH2:10]1)([C:4]([CH3:7])([CH3:6])[CH3:5])([CH3:3])[CH3:2].[CH3:38][N:39]([CH3:44])[C:40](=[O:43])[CH:41]=[CH2:42].[H-].[Na+]. The product is [Si:1]([O:8][C@@H:9]1[C@@:26]2([CH3:27])[C:13](=[CH:14][CH:15]=[C:16]3[C@@H:25]2[CH2:24][CH2:23][C@@:21]2([CH3:22])[C@H:17]3[CH2:18][CH:19]=[C:20]2[CH2:28][O:29][CH2:42][CH2:41][C:40]([N:39]([CH3:44])[CH3:38])=[O:43])[CH2:12][C@@H:11]([O:30][Si:31]([C:34]([CH3:37])([CH3:36])[CH3:35])([CH3:32])[CH3:33])[CH2:10]1)([C:4]([CH3:7])([CH3:6])[CH3:5])([CH3:3])[CH3:2]. The catalyst is O1CCCC1. (6) The reactants are [N:1]1([C:6]2[CH:11]=[CH:10][C:9]([OH:12])=[CH:8][CH:7]=2)[CH:5]=[CH:4][N:3]=[CH:2]1.[I:13]I.S([O-])([O-])(=O)=S.[Na+].[Na+]. The catalyst is O.CO.ClCCl. The product is [N:1]1([C:6]2[CH:11]=[CH:10][C:9]([OH:12])=[C:8]([I:13])[CH:7]=2)[CH:5]=[CH:4][N:3]=[CH:2]1. The yield is 0.140.